This data is from Catalyst prediction with 721,799 reactions and 888 catalyst types from USPTO. The task is: Predict which catalyst facilitates the given reaction. (1) Reactant: [CH3:1][C:2]([NH2:11])([CH2:4][C:5]1[CH:6]=[CH:7][CH:8]=[CH:9][CH:10]=1)[CH3:3].Cl.C(O)[C@H]1O[C@H](O[C@]2(CO)O[C@H](CO)[C@@H](O)[C@@H]2O)[C@H](O)[C@@H](O)[C@@H]1O. Product: [CH3:3][C:2]([NH2:11])([CH2:4][C:5]1[CH:6]=[CH:7][CH:8]=[CH:9][CH:10]=1)[CH3:1]. The catalyst class is: 6. (2) Reactant: [NH2:1][C:2]1[N:7]=[C:6](Cl)[C:5]([CH2:9][C:10]([O:12][CH2:13][CH3:14])=[O:11])=[C:4]([Cl:15])[N:3]=1.[CH3:16][C:17]1([CH3:27])[CH2:22][CH:21]([CH2:23][NH2:24])[CH2:20][C:19]([CH3:26])([CH3:25])[NH:18]1. Product: [NH2:1][C:2]1[N:3]=[C:4]([Cl:15])[C:5]([CH2:9][C:10]([O:12][CH2:13][CH3:14])=[O:11])=[C:6]([NH:24][CH2:23][CH:21]2[CH2:22][C:17]([CH3:27])([CH3:16])[NH:18][C:19]([CH3:26])([CH3:25])[CH2:20]2)[N:7]=1. The catalyst class is: 14.